Dataset: Full USPTO retrosynthesis dataset with 1.9M reactions from patents (1976-2016). Task: Predict the reactants needed to synthesize the given product. (1) The reactants are: CC([O-])(C)C.[K+].Cl.[NH2:8][OH:9].[CH3:10][C:11]1([CH3:28])[O:15][CH:14]([CH2:16][O:17][C:18]2[C:25]([CH3:26])=[CH:24][C:21]([C:22]#[N:23])=[CH:20][C:19]=2[CH3:27])[CH2:13][O:12]1. Given the product [CH3:10][C:11]1([CH3:28])[O:15][CH:14]([CH2:16][O:17][C:18]2[C:25]([CH3:26])=[CH:24][C:21]([C:22]([NH:8][OH:9])=[NH:23])=[CH:20][C:19]=2[CH3:27])[CH2:13][O:12]1, predict the reactants needed to synthesize it. (2) The reactants are: [N+:1]([C:4]1[CH:5]=[C:6]([CH2:10][CH2:11][N:12]2[CH2:17][CH2:16][NH:15][CH2:14][CH2:13]2)[CH:7]=[CH:8][CH:9]=1)([O-])=O.C(N(CC)CC)C.[CH3:25][S:26](Cl)(=[O:28])=[O:27]. Given the product [CH3:25][S:26]([N:15]1[CH2:16][CH2:17][N:12]([CH2:11][CH2:10][C:6]2[CH:5]=[C:4]([NH2:1])[CH:9]=[CH:8][CH:7]=2)[CH2:13][CH2:14]1)(=[O:28])=[O:27], predict the reactants needed to synthesize it. (3) Given the product [C:26]([N:3]1[CH2:4][CH2:5][C:6]2[C:11](=[CH:10][CH:9]=[CH:8][C:7]=2[NH:12][S:13]([CH3:16])(=[O:15])=[O:14])[CH2:2]1)(=[NH:27])[NH2:28], predict the reactants needed to synthesize it. The reactants are: Cl.[CH2:2]1[C:11]2[C:6](=[C:7]([NH:12][S:13]([CH3:16])(=[O:15])=[O:14])[CH:8]=[CH:9][CH:10]=2)[CH2:5][CH2:4][NH:3]1.[OH-].[Na+].S(O)(O)(=O)=O.CS[C:26](=[NH:28])[NH2:27]. (4) The reactants are: [CH3:1][C:2]1[N:7]=[C:6]([OH:8])[C:5]([N+:9]([O-:11])=[O:10])=[CH:4][CH:3]=1.C[O-].[Na+].[Br:15]Br. Given the product [Br:15][C:3]1[CH:4]=[C:5]([N+:9]([O-:11])=[O:10])[C:6]([OH:8])=[N:7][C:2]=1[CH3:1], predict the reactants needed to synthesize it. (5) Given the product [CH3:17][N:16]([CH3:18])[CH2:15][CH2:14][N:6]1[C:5]2[CH:19]=[CH:20][C:2]([S:21][C@@H:22]3[CH2:26][CH2:25][N:24]([C:27]([O:29][C:30]([CH3:33])([CH3:32])[CH3:31])=[O:28])[CH2:23]3)=[CH:3][C:4]=2[N:8]=[C:7]1[CH2:9][C:10]([CH3:13])([CH3:12])[CH3:11], predict the reactants needed to synthesize it. The reactants are: Br[C:2]1[CH:20]=[CH:19][C:5]2[N:6]([CH2:14][CH2:15][N:16]([CH3:18])[CH3:17])[C:7]([CH2:9][C:10]([CH3:13])([CH3:12])[CH3:11])=[N:8][C:4]=2[CH:3]=1.[SH:21][C@@H:22]1[CH2:26][CH2:25][N:24]([C:27]([O:29][C:30]([CH3:33])([CH3:32])[CH3:31])=[O:28])[CH2:23]1.C(N(CC)C(C)C)(C)C. (6) Given the product [F:1][C:2]1[CH:10]=[CH:9][C:8]([C:11]([F:14])([F:13])[F:12])=[CH:7][C:3]=1[C:4]([O:24][CH2:23][CH3:22])=[O:5], predict the reactants needed to synthesize it. The reactants are: [F:1][C:2]1[CH:10]=[CH:9][C:8]([C:11]([F:14])([F:13])[F:12])=[CH:7][C:3]=1[C:4](Cl)=[O:5].CCN(CC)CC.[CH3:22][CH2:23][OH:24].